From a dataset of Human Reference Interactome with 51,813 positive PPI pairs across 8,248 proteins, plus equal number of experimentally-validated negative pairs. Binary Classification. Given two protein amino acid sequences, predict whether they physically interact or not. (1) Protein 1 (ENSG00000138663) has sequence MAAAVRQDLAQLMNSSGSHKDLAGKYRQILEKAIQLSGAEQLEALKAFVEAMVNENVSLVISRQLLTDFCTHLPNLPDSTAKEIYHFTLEKIQPRVISFEEQVASIRQHLASIYEKEEDWRNAAQVLVGIPLETGQKQYNVDYKLETYLKIARLYLEDDDPVQAEAYINRASLLQNESTNEQLQIHYKVCYARVLDYRRKFIEAAQRYNELSYKTIVHESERLEALKHALHCTILASAGQQRSRMLATLFKDERCQQLAAYGILEKMYLDRIIRGNQLQEFAAMLMPHQKATTADGSSIL.... Protein 2 (ENSG00000142655) has sequence MASSEQAEQPSQPSSTPGSENVLPREPLIATAVKFLQNSRVRQSPLATRRAFLKKKGLTDEEIDMAFQQSGTAADEPSSLGPATQVVPVQPPHLISQPYSPAGSRWRDYGALAIIMAGIAFGFHQLYKKYLLPLILGGREDRKQLERMEAGLSELSGSVAQTVTQLQTTLASVQELLIQQQQKIQELAHELAAAKATTSTNWILESQNINELKSEINSLKGLLLNRRQFPPSPSAPKIPSWQIPVKSPSPSSPAAVNHHSSSDISPVSNESTSSSPGKEGHSPEGSTVTYHLLGPQEEGE.... Result: 1 (the proteins interact). (2) Protein 1 (ENSG00000099282) has sequence MPRGDSEQVRYCARFSYLWLKFSLIIYSTVFWLIGALVLSVGIYAEVERQKYKTLESAFLAPAIILILLGVVMFMVSFIGVLASLRDNLYLLQAFMYILGICLIMELIGGVVALTFRNQTIDFLNDNIRRGIENYYDDLDFKNIMDFVQKKFKCCGGEDYRDWSKNQYHDCSAPGPLACGVPYTCCIRNTTEVVNTMCGYKTIDKERFSVQDVIYVRGCTNAVIIWFMDNYTIMAGILLGILLPQFLGVLLTLLYITRVEDIIMEHSVTDGLLGPGAKPSVEAAGTGCCLCYPN*LQAFM.... Protein 2 (ENSG00000164292) has sequence MSIHIVALGNEGDTFHQDNRPSGLIRTYLGRSPLVSGDESSLLLNAASTVARPVFTEYQASAFGNVKLVVHDCPVWDIFDSDWYTSRNLIGGADIIVIKYNVNDKFSFHEVKDNYIPVIKRALNSVPVIIAAVGTRQNEELPCTCPLCTSDRGSCVSTTEGIQLAKELGATYLELHSLDDFYIGKYFGGVLEYFMIQALNQKTSEKMKKRKMSNSFHGIRPPQLEQPEKMPVLKAEASHYNSDLNNLLFCCQCVDVVFYNPNLKKVVEAHKIVLCAVSHVFMLLFNVKSPTDIQDSSIIR.... Result: 0 (the proteins do not interact). (3) Protein 1 (ENSG00000058404) has sequence MATTVTCTRFTDEYQLYEDIGKGAFSVVRRCVKLCTGHEYAAKIINTKKLSARDHQKLEREARICRLLKHSNIVRLHDSISEEGFHYLVFDLVTGGELFEDIVAREYYSEADASHCIQQILEAVLHCHQMGVVHRDLKPENLLLASKCKGAAVKLADFGLAIEVQGDQQAWFGFAGTPGYLSPEVLRKEAYGKPVDIWACGVILYILLVGYPPFWDEDQHKLYQQIKAGAYDFPSPEWDTVTPEAKNLINQMLTINPAKRITAHEALKHPWVCQRSTVASMMHRQETVECLKKFNARRKL.... Protein 2 (ENSG00000100299) has sequence MSMGAPRSLLLALAAGLAVARPPNIVLIFADDLGYGDLGCYGHPSSTTPNLDQLAAGGLRFTDFYVPVSLCTPSRAALLTGRLPVRMGMYPGVLVPSSRGGLPLEEVTVAEVLAARGYLTGMAGKWHLGVGPEGAFLPPHQGFHRFLGIPYSHDQGPCQNLTCFPPATPCDGGCDQGLVPIPLLANLSVEAQPPWLPGLEARYMAFAHDLMADAQRQDRPFFLYYASHHTHYPQFSGQSFAERSGRGPFGDSLMELDAAVGTLMTAIGDLGLLEETLVIFTADNGPETMRMSRGGCSGLL.... Result: 1 (the proteins interact). (4) Protein 1 (ENSG00000159455) has sequence MSCQQNQQQCQPPPKCPPKCTPKCPPKCPPKCLPQCPAPCSPAVSSCCGPISGGCCGPSSGGCCNSGAGGCCLSHHRPRLFHRRRHQSPDCCESEPSGGSGCCHSSGGCC*. Protein 2 (ENSG00000186226) has sequence MSCQQSQQQCQPPPKCTPKCPPKCPTPKCPPKCPPKCPPVSSCCSVSSGGCCGSSSGGSCGSSSGGCCSSGGGGCCLSHHRHHRSHRHRPQSSDCCSQPSGGSSCCGGGSGQHSGGCC*MSCQQSQQQCQPPPNVSSGGCCGSSSGGSCGSSSGGCCSSGGGGCCLSHHRHHRSHRHRPQSSDCCSQPSGGSSCCGGGSGQHSGGCC*. Result: 1 (the proteins interact). (5) Protein 1 (ENSG00000146857) has sequence MGKIDVDKILFFNQEIRLWQLIMATPEENSNPHDRATPQLPAQLQELEHRVARRRLSQARHRATLAALFNNLRKTVYSQSDLIASKWQVLNKAKSHIPELEQTLDNLLKLKASFNLEDGHASSLEEVKKEYASMYSGNDSFPQNGSSPWYLNFYKQTMDLLTGSGIITPQEAALPIVSAAISHLWQNLSEERKASLRQAWAQKHRGPATLAEACREPACAEGSVKDSGVDSQGASCSLVSTPEEILFEDAFDVASFLDKSEVPSTSSSSSVLASCNPENPEEKFQLYMQIINFFKGLSCA.... Protein 2 (ENSG00000177842) has sequence MFQTAWRQEPVTFEDVAVYFTQNEWASLDSVQRALYREVMLENYANVASLAFPFTTPVLVSQLEQGELPWGLDPWEPMGREALRGICPGDEARTEKEGLTPKDHVSKETESFRLMVGGLPGNVSQHLDFGSSLEQPQGHWIIKTKSKRRHFTDTSARHHEAYEVKNGEKFEKLGKNISVSTQLTTNQTNPSGQISYECGQCGRYFIQMADFHRHEKCHTGEKSFECKECGKYFRYNSLLIRHQIIHTGKKPFKCKECGKGLSSDTALIQHQRIHTGEKPYECKECGKAFSSSSVFLQHQR.... Result: 0 (the proteins do not interact). (6) Protein 1 (ENSG00000198001) has sequence MPFCDKDRTLMTPVQNLEQSYMPPDSSSPENKSLEVSDTRFHSFSFYELKNVTNNFDERPISVGGNKMGEGGFGVVYKGYVNNTTVAVKKLAAMVDITTEELKQQFDQEIKVMAKCQHENLVELLGFSSDGDDLCLVYVYMPNGSLLDRLSCLDGTPPLSWHMRCKIAQGAANGINFLHENHHIHRDIKSANILLDEAFTAKISDFGLARASEKFAQTVMTSRIVGTTAYMAPEALRGEITPKSDIYSFGVVLLEIITGLPAVDEHREPQLLLDIKEEIEDEEKTIEDYIDKKMNDADST.... Protein 2 (ENSG00000106804) has sequence MGLLGILCFLIFLGKTWGQEQTYVISAPKIFRVGASENIVIQVYGYTEAFDATISIKSYPDKKFSYSSGHVHLSSENKFQNSAILTIQPKQLPGGQNPVSYVYLEVVSKHFSKSKRMPITYDNGFLFIHTDKPVYTPDQSVKVRVYSLNDDLKPAKRETVLTFIDPEGSEVDMVEEIDHIGIISFPDFKIPSNPRYGMWTIKAKYKEDFSTTGTAYFEVKEYVLPHFSVSIEPEYNFIGYKNFKNFEITIKARYFYNKVVTEADVYITFGIREDLKDDQKEMMQTAMQNTMLINGIAQVT.... Result: 0 (the proteins do not interact). (7) Protein 1 (ENSG00000168918) has sequence MVPCWNHGNITRSKAEELLSRTGKDGSFLVRASESISRAYALCVLYRNCVYTYRILPNEDDKFTVQASEGVSMRFFTKLDQLIEFYKKENMGLVTHLQYPVPLEEEDTGDDPEEDTESVVSPPELPPRNIPLTASSCEAKEVPFSNENPRATETSRPSLSETLFQRLQSMDTSGLPEEHLKAIQDYLSTQLAQDSEFVKTGSSSLPHLKKLTTLLCKELYGEVIRTLPSLESLQRLFDQQLSPGLRPRPQVPGEANPINMVSKLSQLTSLLSSIEDKVKALLHEGPESPHRPSLIPPVTF.... Protein 2 (ENSG00000157827) has sequence MGNAGSMDSQQTDFRAHNVPLKLPMPEPGELEERFAIVLNAMNLPPDKARLLRQYDNEKKWELICDQERFQVKNPPHTYIQKLKGYLDPAVTRKKFRRRVQESTQVLRELEISLRTNHIGWVREFLNEENKGLDVLVEYLSFAQYAVTFDFESVESTVESSVDKSKPWSRSIEDLHRGSNLPSPVGNSVSRSGRHSALRYNTLPSRRTLKNSRLVSKKDDVHVCIMCLRAIMNYQYGFNMVMSHPHAVNEIALSLNNKNPRTKALVLELLAAVCLVRGGHEIILSAFDNFKEVCGEKQRF.... Result: 0 (the proteins do not interact). (8) Protein 1 (ENSG00000099992) has sequence MAKSNGENGPRAPAAGESLSGTRESLAQGPDAATTDELSSLGSDSEANGFAERRIDKFGFIVGSQGAEGALEEVPLEVLRQRESKWLDMLNNWDKWMAKKHKKIRLRCQKGIPPSLRGRAWQYLSGGKVKLQQNPGKFDELDMSPGDPKWLDVIERDLHRQFPFHEMFVSRGGHGQQDLFRVLKAYTLYRPEEGYCQAQAPIAAVLLMHMPAEQAFWCLVQICEKYLPGYYSEKLEAIQLDGEILFSLLQKVSPVAHKHLSRQKIDPLLYMTEWFMCAFSRTLPWSSVLRVWDMFFCEGV.... Protein 2 (ENSG00000184185) has sequence MTAASRANPYSIVSSEEDGLHLVTMSGANGFGNGKVHTRRRCRNRFVKKNGQCNIEFANMDEKSQRYLADMFTTCVDIRWRYMLLIFSLAFLASWLLFGIIFWVIAVAHGDLEPAEGRGRTPCVMQVHGFMAAFLFSIETQTTIGYGLRCVTEECPVAVFMVVAQSIVGCIIDSFMIGAIMAKMARPKKRAQTLLFSHNAVVALRDGKLCLMWRVGNLRKSHIVEAHVRAQLIKPRVTEEGEYIPLDQIDIDVGFDKGLDRIFLVSPITILHEIDEASPLFGISRQDLETDDFEIVVILE.... Result: 0 (the proteins do not interact). (9) Protein 1 (ENSG00000095139) has sequence MVLLAAAVCTKAGKAIVSRQFVEMTRTRIEGLLAAFPKLMNTGKQHTFVETESVRYVYQPMEKLYMVLITTKNSNILEDLETLRLFSRVIPEYCRALEENEISEHCFDLIFAFDEIVALGYRENVNLAQIRTFTEMDSHEEKVFRAVRETQEREAKAEMRRKAKELQQARRDAERQGKKAPGFGGFGSSAVSGGSTAAMITETIIETDKPKVAPAPARPSGPSKALKLGAKGKEVDNFVDKLKSEGETIMSSSMGKRTSEATKMHAPPINMESVHMKIEEKITLTCGRDGGLQNMELHGM.... Protein 2 (ENSG00000112715) has sequence MAEGGGQNHHEVVKFMDVYQRSYCHPIETLVDIFQEYPDEIEYIFKPSCVPLMRCGGCCNDEGLECVPTEESNITMQIMRIKPHQGQHIGEMSFLQHNKCECRPKKDRARQENPCGPCSERRKHLFVQDPQTCKCSCKNTDSRCKARQLELNERTCRCDKPRR*LTDRQTDTAPSPSYHLLPGRRRTVDAAASRGQGPEPAPGGGVEGVGARGVALKLFVQLLGCSRFGGAVVRAGEAEPSGAARSASSGREEPQPEEGEEEEEKEEERGPQWRLGARKPGSWTGEAAVCADSAPAARAP.... Result: 0 (the proteins do not interact).